The task is: Regression. Given a peptide amino acid sequence and an MHC pseudo amino acid sequence, predict their binding affinity value. This is MHC class I binding data.. This data is from Peptide-MHC class I binding affinity with 185,985 pairs from IEDB/IMGT. (1) The peptide sequence is TYLALLAAF. The MHC is HLA-A23:01 with pseudo-sequence HLA-A23:01. The binding affinity (normalized) is 0.879. (2) The peptide sequence is YYPISLGLL. The MHC is Mamu-A01 with pseudo-sequence Mamu-A01. The binding affinity (normalized) is 1.00. (3) The peptide sequence is RQAELSKAY. The MHC is HLA-A01:01 with pseudo-sequence HLA-A01:01. The binding affinity (normalized) is 0.0847. (4) The peptide sequence is TVGMSIVCIV. The MHC is HLA-A02:01 with pseudo-sequence HLA-A02:01. The binding affinity (normalized) is 0.421.